From a dataset of Full USPTO retrosynthesis dataset with 1.9M reactions from patents (1976-2016). Predict the reactants needed to synthesize the given product. (1) Given the product [CH3:6][NH:7][C:9]1[CH:14]=[CH:13][C:12]([C:15]2[N:16]=[C:17]([N:34]3[CH2:39][CH2:38][O:37][CH2:36][CH2:35]3)[C:18]3[S:23][C:22]([C:24]4[CH:29]=[CH:28][CH:27]=[C:26]([S:30]([CH3:33])(=[O:32])=[O:31])[CH:25]=4)=[CH:21][C:19]=3[N:20]=2)=[CH:11][N:10]=1, predict the reactants needed to synthesize it. The reactants are: C(O[C:6](=O)[N:7]([C:9]1[CH:14]=[CH:13][C:12]([C:15]2[N:16]=[C:17]([N:34]3[CH2:39][CH2:38][O:37][CH2:36][CH2:35]3)[C:18]3[S:23][C:22]([C:24]4[CH:29]=[CH:28][CH:27]=[C:26]([S:30]([CH3:33])(=[O:32])=[O:31])[CH:25]=4)=[CH:21][C:19]=3[N:20]=2)=[CH:11][N:10]=1)C)(C)(C)C. (2) Given the product [Cl:1][C:2]1[C:3]([CH3:18])=[CH:4][C:5]([C:20]2[N:21]([CH3:25])[CH:22]=[CH:23][N:24]=2)=[CH:6][C:7]=1[CH3:8], predict the reactants needed to synthesize it. The reactants are: [Cl:1][C:2]1[C:7]([CH3:8])=[CH:6][C:5](B2OC(C)(C)C(C)(C)O2)=[CH:4][C:3]=1[CH3:18].I[C:20]1[N:21]([CH3:25])[CH:22]=[CH:23][N:24]=1. (3) The reactants are: [CH:1]1([C:4]2[CH:33]=[N:32][C:7]3[N:8]([C:13]([NH:15][CH:16]([C:21]4[CH:26]=[CH:25][C:24]([O:27][C:28]([F:31])([F:30])[F:29])=[CH:23][CH:22]=4)[C:17]([OH:20])([CH3:19])[CH3:18])=[O:14])[CH2:9][C:10](=[O:12])[NH:11][C:6]=3[CH:5]=2)[CH2:3][CH2:2]1. Given the product [CH:1]1([C:4]2[CH:33]=[N:32][C:7]3[N:8]([C:13]([NH:15][C@H:16]([C:21]4[CH:22]=[CH:23][C:24]([O:27][C:28]([F:29])([F:30])[F:31])=[CH:25][CH:26]=4)[C:17]([OH:20])([CH3:19])[CH3:18])=[O:14])[CH2:9][C:10](=[O:12])[NH:11][C:6]=3[CH:5]=2)[CH2:3][CH2:2]1, predict the reactants needed to synthesize it. (4) Given the product [Cl:1][C:2]1[CH:9]=[CH:8][C:5]([C:6]#[N:7])=[C:4]([C:10]2[C:15]([O:16][CH3:17])=[CH:14][N:13]([CH:22]([O:28][CH2:29][CH3:30])[C:23]([O:25][CH2:26][CH3:27])=[O:24])[C:12](=[O:18])[CH:11]=2)[CH:3]=1, predict the reactants needed to synthesize it. The reactants are: [Cl:1][C:2]1[CH:9]=[CH:8][C:5]([C:6]#[N:7])=[C:4]([C:10]2[C:15]([O:16][CH3:17])=[CH:14][NH:13][C:12](=[O:18])[CH:11]=2)[CH:3]=1.[H-].[Na+].Cl[CH:22]([O:28][CH2:29][CH3:30])[C:23]([O:25][CH2:26][CH3:27])=[O:24].O. (5) Given the product [CH2:15]([O:30][C:23](=[O:24])[CH2:19][C:20]([NH:4][C:3]1[CH:5]=[CH:6][C:7]([I:9])=[CH:8][C:2]=1[F:1])=[O:21])[CH3:16], predict the reactants needed to synthesize it. The reactants are: [F:1][C:2]1[CH:8]=[C:7]([I:9])[CH:6]=[CH:5][C:3]=1[NH2:4].C(N([CH2:15][CH3:16])CC)C.C([CH:19]([C:23](Cl)=[O:24])[C:20](Cl)=[O:21])C.CN(C=[O:30])C. (6) Given the product [CH2:40]([N:47]([CH2:20][C@@H:19]([C:9]1[C:10]2[S:14][C:13]([O:15][CH:16]([CH3:18])[CH3:17])=[N:12][C:11]=2[C:6]([O:5][C:1]([CH3:4])([CH3:3])[CH3:2])=[CH:7][CH:8]=1)[OH:22])[CH2:48][CH2:49][C:50]1[CH:51]=[C:52]([CH2:57][N:58]2[CH2:59][CH2:60][C:61]3([O:66][CH2:65][CH2:64][N:63]([C:67]([C:69]4[N:70]=[C:71]([CH:74]([CH3:76])[CH3:75])[S:72][CH:73]=4)=[O:68])[CH2:62]3)[CH2:77][CH2:78]2)[CH:53]=[CH:54][C:55]=1[F:56])[C:41]1[CH:42]=[CH:43][CH:44]=[CH:45][CH:46]=1, predict the reactants needed to synthesize it. The reactants are: [C:1]([O:5][C:6]1[C:11]2[N:12]=[C:13]([O:15][CH:16]([CH3:18])[CH3:17])[S:14][C:10]=2[C:9]([C@@H:19]([OH:22])[CH2:20]Cl)=[CH:8][CH:7]=1)([CH3:4])([CH3:3])[CH3:2].C[Si](C)(C)[N-][Si](C)(C)C.[Na+].CC(CC(C)C)O.[CH2:40]([NH:47][CH2:48][CH2:49][C:50]1[CH:51]=[C:52]([CH2:57][N:58]2[CH2:78][CH2:77][C:61]3([O:66][CH2:65][CH2:64][N:63]([C:67]([C:69]4[N:70]=[C:71]([CH:74]([CH3:76])[CH3:75])[S:72][CH:73]=4)=[O:68])[CH2:62]3)[CH2:60][CH2:59]2)[CH:53]=[CH:54][C:55]=1[F:56])[C:41]1[CH:46]=[CH:45][CH:44]=[CH:43][CH:42]=1. (7) Given the product [CH3:1][CH:2]1[CH2:3][CH2:4][N:5]([S:8]([C:11]2[CH:12]=[CH:13][C:14]([NH:15][C:26]([C:24]3[O:25][C:21]([N+:18]([O-:20])=[O:19])=[CH:22][CH:23]=3)=[O:27])=[CH:16][CH:17]=2)(=[O:9])=[O:10])[CH2:6][CH2:7]1, predict the reactants needed to synthesize it. The reactants are: [CH3:1][CH:2]1[CH2:7][CH2:6][N:5]([S:8]([C:11]2[CH:17]=[CH:16][C:14]([NH2:15])=[CH:13][CH:12]=2)(=[O:10])=[O:9])[CH2:4][CH2:3]1.[N+:18]([C:21]1[O:25][C:24]([C:26](Cl)=[O:27])=[CH:23][CH:22]=1)([O-:20])=[O:19].C(#N)C. (8) Given the product [C:1]([O:4][C@@H:5]1[C@@H:13]([C@@:14]2([CH3:31])[CH2:19][CH2:18][C@H:17]([O:20][Si:21]([C:24]([CH3:25])([CH3:26])[CH3:27])([CH3:22])[CH3:23])[CH2:16][C@@H:15]2[CH2:28][CH2:29][O:30][S:38]([CH3:37])(=[O:40])=[O:39])[CH2:12][CH2:11][C@@:10]2([CH3:32])[C@H:6]1[CH2:7][CH2:8][C:9]12[O:33][CH2:34][CH2:35][O:36]1)(=[O:3])[CH3:2], predict the reactants needed to synthesize it. The reactants are: [C:1]([O:4][C@@H:5]1[C@@H:13]([C@@:14]2([CH3:31])[CH2:19][CH2:18][C@H:17]([O:20][Si:21]([C:24]([CH3:27])([CH3:26])[CH3:25])([CH3:23])[CH3:22])[CH2:16][C@@H:15]2[CH2:28][CH2:29][OH:30])[CH2:12][CH2:11][C@@:10]2([CH3:32])[C@H:6]1[CH2:7][CH2:8][C:9]12[O:36][CH2:35][CH2:34][O:33]1)(=[O:3])[CH3:2].[CH3:37][S:38](Cl)(=[O:40])=[O:39].